This data is from Forward reaction prediction with 1.9M reactions from USPTO patents (1976-2016). The task is: Predict the product of the given reaction. (1) Given the reactants [OH:1][CH:2]1[CH2:7][CH2:6][N:5]([C:8]([O:10][CH2:11][C:12]2[CH:17]=[CH:16][CH:15]=[CH:14][CH:13]=2)=[O:9])[CH2:4][CH2:3]1.Cl[CH2:19][C:20]([N:22]([CH3:24])[CH3:23])=[O:21].C1(C)C=CC=CC=1.[OH-].[Na+], predict the reaction product. The product is: [CH3:23][N:22]([CH3:24])[C:20](=[O:21])[CH2:19][O:1][CH:2]1[CH2:3][CH2:4][N:5]([C:8]([O:10][CH2:11][C:12]2[CH:17]=[CH:16][CH:15]=[CH:14][CH:13]=2)=[O:9])[CH2:6][CH2:7]1. (2) Given the reactants [Br:1][C:2]1[CH:18]=[CH:17][C:5]([C:6]([NH:8][CH2:9][CH:10]([O:14]CC)OCC)=O)=[CH:4][CH:3]=1.O=P12OP3(OP(OP(O3)(O1)=O)(=O)O2)=O.C([O-])(O)=O.[Na+].[NH4+].[OH-], predict the reaction product. The product is: [Br:1][C:2]1[CH:3]=[CH:4][C:5]([C:6]2[O:14][CH:10]=[CH:9][N:8]=2)=[CH:17][CH:18]=1. (3) Given the reactants [C:1]1([S:7]([C:10]2[C:18]3[C:13](=[CH:14][CH:15]=[CH:16][CH:17]=3)[NH:12][CH:11]=2)(=[O:9])=[O:8])[CH:6]=[CH:5][CH:4]=[CH:3][CH:2]=1.[H-].[Na+].Br[CH2:22][CH2:23][CH2:24][N:25]1[C:29](=[O:30])[C:28]2=[CH:31][CH:32]=[CH:33][CH:34]=[C:27]2[C:26]1=[O:35], predict the reaction product. The product is: [C:1]1([S:7]([C:10]2[C:18]3[C:13](=[CH:14][CH:15]=[CH:16][CH:17]=3)[N:12]([CH2:22][CH2:23][CH2:24][N:25]3[C:29](=[O:30])[C:28]4[C:27](=[CH:34][CH:33]=[CH:32][CH:31]=4)[C:26]3=[O:35])[CH:11]=2)(=[O:8])=[O:9])[CH:2]=[CH:3][CH:4]=[CH:5][CH:6]=1. (4) Given the reactants Br[C:2]1[CH:7]=[CH:6][C:5]([C:8]2[NH:12][C:11]([C@@H:13]3[CH2:17][CH2:16][C@H:15]([CH3:18])[N:14]3[C:19]([O:21][C:22]([CH3:25])([CH3:24])[CH3:23])=[O:20])=[N:10][CH:9]=2)=[CH:4][CH:3]=1.[CH3:26][O:27][CH2:28][C@@H:29]1[CH2:33][N:32]([C:34]([O:36][C:37]([CH3:40])([CH3:39])[CH3:38])=[O:35])[C@H:31]([C:41]2[NH:42][C:43]([C:46]3[CH:51]=[CH:50][C:49](B4OC(C)(C)C(C)(C)O4)=[CH:48][CH:47]=3)=[CH:44][N:45]=2)[CH2:30]1.P([O-])([O-])([O-])=O.[K+].[K+].[K+], predict the reaction product. The product is: [C:22]([O:21][C:19]([N:14]1[C@@H:15]([CH3:18])[CH2:16][CH2:17][C@H:13]1[C:11]1[NH:12][C:8]([C:5]2[CH:6]=[CH:7][C:2]([C:49]3[CH:48]=[CH:47][C:46]([C:43]4[NH:42][C:41]([C@@H:31]5[CH2:30][C@H:29]([CH2:28][O:27][CH3:26])[CH2:33][N:32]5[C:34]([O:36][C:37]([CH3:40])([CH3:39])[CH3:38])=[O:35])=[N:45][CH:44]=4)=[CH:51][CH:50]=3)=[CH:3][CH:4]=2)=[CH:9][N:10]=1)=[O:20])([CH3:25])([CH3:24])[CH3:23]. (5) The product is: [NH2:12][C@@H:13]1[CH2:17][N:16]([CH2:18][CH2:19][O:20][CH3:21])[CH2:15][C@H:10]1[C:8]1[CH:7]=[C:4]([CH:3]=[C:2]([F:1])[CH:9]=1)[C:5]#[N:6]. Given the reactants [F:1][C:2]1[CH:3]=[C:4]([CH:7]=[C:8]([CH:10]=O)[CH:9]=1)[C:5]#[N:6].[NH2:12][C@@H:13]1[CH2:17][N:16]([CH2:18][CH2:19][O:20][CH3:21])[CH2:15][C@H]1C1C=CC(F)=C(C=1)C#N, predict the reaction product. (6) Given the reactants [CH2:1]([O:8][C:9]1[CH:14]=[CH:13][C:12]([C@@H:15]([OH:37])[CH2:16][N:17]([CH2:30][C:31]2[CH:36]=[CH:35][CH:34]=[CH:33][CH:32]=2)[C:18]2([CH3:29])[CH2:26][C:25]3[C:20](=[CH:21][C:22]([CH3:28])=[C:23]([CH3:27])[CH:24]=3)[CH2:19]2)=[CH:11][C:10]=1[N+:38]([O-:40])=[O:39])[C:2]1[CH:7]=[CH:6][CH:5]=[CH:4][CH:3]=1.[C:41](OC(=O)C)(=[O:43])[CH3:42], predict the reaction product. The product is: [CH2:1]([O:8][C:9]1[CH:14]=[CH:13][C:12]([C@@H:15]([O:37][C:41](=[O:43])[CH3:42])[CH2:16][N:17]([CH2:30][C:31]2[CH:36]=[CH:35][CH:34]=[CH:33][CH:32]=2)[C:18]2([CH3:29])[CH2:26][C:25]3[C:20](=[CH:21][C:22]([CH3:28])=[C:23]([CH3:27])[CH:24]=3)[CH2:19]2)=[CH:11][C:10]=1[N+:38]([O-:40])=[O:39])[C:2]1[CH:7]=[CH:6][CH:5]=[CH:4][CH:3]=1. (7) The product is: [C:1]([O:5][C:6](=[O:26])[NH:7][CH2:8][C:9]1[C:14]([C:15]2[CH:20]=[CH:19][C:18]([Cl:21])=[CH:17][C:16]=2[Cl:22])=[CH:13][N:12]2[C:23]([Br:34])=[CH:24][N:25]=[C:11]2[CH:10]=1)([CH3:4])([CH3:2])[CH3:3]. Given the reactants [C:1]([O:5][C:6](=[O:26])[NH:7][CH2:8][C:9]1[C:14]([C:15]2[CH:20]=[CH:19][C:18]([Cl:21])=[CH:17][C:16]=2[Cl:22])=[CH:13][N:12]2[CH:23]=[CH:24][N:25]=[C:11]2[CH:10]=1)([CH3:4])([CH3:3])[CH3:2].C1C(=O)N([Br:34])C(=O)C1, predict the reaction product. (8) Given the reactants Br[C:2]1[CH:3]=[C:4]2[C:10]([C:11]3[CH:12]=[N:13][N:14]([CH2:16][C:17]4[CH:22]=[C:21]([F:23])[CH:20]=[C:19]([F:24])[CH:18]=4)[CH:15]=3)=[CH:9][N:8]([S:25]([C:28]3[CH:34]=[CH:33][C:31]([CH3:32])=[CH:30][CH:29]=3)(=[O:27])=[O:26])[C:5]2=[N:6][CH:7]=1.[CH3:35][O:36][C:37]1[CH:42]=[CH:41][C:40](B2OC(C)(C)C(C)(C)O2)=[CH:39][C:38]=1CS(N)(=O)=O.C(=O)([O-])[O-].[Na+].[Na+], predict the reaction product. The product is: [F:24][C:19]1[CH:18]=[C:17]([CH:22]=[C:21]([F:23])[CH:20]=1)[CH2:16][N:14]1[CH:15]=[C:11]([C:10]2[C:4]3[C:5](=[N:6][CH:7]=[C:2]([C:40]4[CH:41]=[CH:42][C:37]([O:36][CH3:35])=[C:38]([NH:8][S:25]([CH3:28])(=[O:27])=[O:26])[CH:39]=4)[CH:3]=3)[N:8]([S:25]([C:28]3[CH:34]=[CH:33][C:31]([CH3:32])=[CH:30][CH:29]=3)(=[O:26])=[O:27])[CH:9]=2)[CH:12]=[N:13]1. (9) Given the reactants [CH3:1][O:2][C:3]1[CH:8]=[CH:7][C:6]([C:9]([C:34]2[CH:39]=[CH:38][C:37]([O:40][CH3:41])=[CH:36][CH:35]=2)([C:28]2[CH:33]=[CH:32][CH:31]=[CH:30][CH:29]=2)[NH:10][C:11]2[O:12][CH2:13][CH2:14][C@:15]([C:20]3[CH:25]=[C:24](Br)[CH:23]=[CH:22][C:21]=3[F:27])([CH:17]([F:19])[F:18])[N:16]=2)=[CH:5][CH:4]=1.C1(C)C=CC=CC=1.C(P(C(C)(C)C)C1C=CC=CC=1C1C(C(C)C)=CC(C(C)C)=CC=1C(C)C)(C)(C)C.[C:79](=[NH:92])([C:86]1[CH:91]=[CH:90][CH:89]=[CH:88][CH:87]=1)[C:80]1[CH:85]=[CH:84][CH:83]=[CH:82][CH:81]=1, predict the reaction product. The product is: [CH3:1][O:2][C:3]1[CH:8]=[CH:7][C:6]([C:9]([C:34]2[CH:39]=[CH:38][C:37]([O:40][CH3:41])=[CH:36][CH:35]=2)([C:28]2[CH:33]=[CH:32][CH:31]=[CH:30][CH:29]=2)[NH:10][C:11]2[O:12][CH2:13][CH2:14][C@@:15]([CH:17]([F:19])[F:18])([C:20]3[CH:25]=[C:24]([N:92]=[C:79]([C:80]4[CH:85]=[CH:84][CH:83]=[CH:82][CH:81]=4)[C:86]4[CH:91]=[CH:90][CH:89]=[CH:88][CH:87]=4)[CH:23]=[CH:22][C:21]=3[F:27])[N:16]=2)=[CH:5][CH:4]=1.